From a dataset of Full USPTO retrosynthesis dataset with 1.9M reactions from patents (1976-2016). Predict the reactants needed to synthesize the given product. (1) Given the product [F:1][C:2]1[CH:10]=[CH:9][C:8]([CH2:11][C:12]2[C:21]3[C:16](=[CH:17][CH:18]=[CH:19][CH:20]=3)[C:15](=[O:22])[NH:14][N:13]=2)=[CH:7][C:3]=1[C:4]([N:43]1[CH2:44][CH2:45][N:40]2[C:39]([C:46]([F:49])([F:47])[F:48])=[N:38][C:37]([C:35]([NH:34][CH3:33])=[O:36])=[C:41]2[CH2:42]1)=[O:5], predict the reactants needed to synthesize it. The reactants are: [F:1][C:2]1[CH:10]=[CH:9][C:8]([CH2:11][C:12]2[C:21]3[C:16](=[CH:17][CH:18]=[CH:19][CH:20]=3)[C:15](=[O:22])[NH:14][N:13]=2)=[CH:7][C:3]=1[C:4](O)=[O:5].ON1C2C=CC=CC=2N=N1.[CH3:33][NH:34][C:35]([C:37]1[N:38]=[C:39]([C:46]([F:49])([F:48])[F:47])[N:40]2[CH2:45][CH2:44][NH:43][CH2:42][C:41]=12)=[O:36].Cl.C(N=C=NCCCN(C)C)C.C(N(CC)C(C)C)(C)C. (2) Given the product [O:18]([CH2:8][O:1][C:2]1[CH:3]=[CH:4][CH:5]=[CH:6][CH:7]=1)[C:16]1[CH:17]=[CH:27][CH:23]=[CH:24][CH:15]=1, predict the reactants needed to synthesize it. The reactants are: [O:1]([C:8]1C=CC(O)=CC=1)[C:2]1[CH:7]=[CH:6][CH:5]=[CH:4][CH:3]=1.[CH3:15][C:16](C)([O-:18])[CH3:17].[K+].CI.[CH2:23]1[CH2:27]OC[CH2:24]1.